Predict the reactants needed to synthesize the given product. From a dataset of Full USPTO retrosynthesis dataset with 1.9M reactions from patents (1976-2016). (1) Given the product [CH3:14][O:13][C:9]1[CH:8]=[C:7]([CH2:6][C:5]([CH3:16])([CH3:15])[C:4]([OH:17])=[O:3])[CH:12]=[CH:11][CH:10]=1, predict the reactants needed to synthesize it. The reactants are: C([O:3][C:4](=[O:17])[C:5]([CH3:16])([CH3:15])[CH2:6][C:7]1[CH:12]=[CH:11][CH:10]=[C:9]([O:13][CH3:14])[CH:8]=1)C.[OH-].[Na+]. (2) Given the product [N+:11]([C:4]1[CH:3]=[C:2]([C:18]2[CH:19]=[N:14][CH:15]=[N:16][CH:17]=2)[C:10]2[O:9][CH:8]=[CH:7][C:6]=2[CH:5]=1)([O-:13])=[O:12], predict the reactants needed to synthesize it. The reactants are: I[C:2]1[C:10]2[O:9][CH:8]=[CH:7][C:6]=2[CH:5]=[C:4]([N+:11]([O-:13])=[O:12])[CH:3]=1.[N:14]1[CH:19]=[C:18](B(O)O)[CH:17]=[N:16][CH:15]=1.C([O-])([O-])=O.[Na+].[Na+]. (3) Given the product [CH3:1][O:2][C:3]1[CH:8]=[CH:7][CH:6]=[CH:5][C:4]=1[CH2:9][C:10]([NH2:13])=[O:12], predict the reactants needed to synthesize it. The reactants are: [CH3:1][O:2][C:3]1[CH:8]=[CH:7][CH:6]=[CH:5][C:4]=1[CH2:9][C:10]([OH:12])=O.[N:13]1C=CC=CC=1.C(OC(OC(C)(C)C)=O)(OC(C)(C)C)=O.C(=O)([O-])O.[NH4+]. (4) Given the product [Br:1][C:2]1[N:3]=[C:4]([N:12]2[CH2:17][CH2:16][N:15]3[C:18]([C:21]([F:24])([F:23])[F:22])=[N:19][N:20]=[C:14]3[CH2:13]2)[N:5]2[CH:10]=[CH:9][N:8]=[C:7]([NH2:25])[C:6]=12, predict the reactants needed to synthesize it. The reactants are: [Br:1][C:2]1[N:3]=[C:4]([N:12]2[CH2:17][CH2:16][N:15]3[C:18]([C:21]([F:24])([F:23])[F:22])=[N:19][N:20]=[C:14]3[CH2:13]2)[N:5]2[CH:10]=[CH:9][N:8]=[C:7](Cl)[C:6]=12.[NH3:25].CC(O)C. (5) Given the product [C:1]([O:5][C:6]([C@@:8]12[CH:15]=[CH:14][CH2:13][C@@H:12]1[C:11](=[S:34])[N:10]([C@@H:17]([C:19]1[CH:24]=[CH:23][CH:22]=[CH:21][CH:20]=1)[CH3:18])[CH2:9]2)=[O:7])([CH3:4])([CH3:3])[CH3:2], predict the reactants needed to synthesize it. The reactants are: [C:1]([O:5][C:6]([C@@:8]12[CH:15]=[CH:14][CH2:13][C@@H:12]1[C:11](=O)[N:10]([C@@H:17]([C:19]1[CH:24]=[CH:23][CH:22]=[CH:21][CH:20]=1)[CH3:18])[CH2:9]2)=[O:7])([CH3:4])([CH3:3])[CH3:2].COC1C=CC(P2(SP(C3C=CC(OC)=CC=3)(=S)S2)=[S:34])=CC=1.